This data is from Reaction yield outcomes from USPTO patents with 853,638 reactions. The task is: Predict the reaction yield, written as a fraction of the theoretical maximum amount of product (1.0 means a 100% yield; for example, 0.34 means a 34% yield). (1) The reactants are [NH:1]1[C:5]2[CH:6]=[CH:7][C:8]([C:10]([OH:12])=O)=[CH:9][C:4]=2[N:3]=[CH:2]1.[CH2:13]1[C@@H:22]2[C@H:17]([CH2:18][CH2:19][C:20]3[CH:26]=[CH:25][CH:24]=[CH:23][C:21]=32)[NH:16][CH2:15][CH2:14]1.C(Cl)Cl.CO. The catalyst is O. The product is [NH:1]1[C:5]2[CH:6]=[CH:7][C:8]([C:10]([N:16]3[C@@H:17]4[C@H:22]([C:21]5[CH:23]=[CH:24][CH:25]=[CH:26][C:20]=5[CH2:19][CH2:18]4)[CH2:13][CH2:14][CH2:15]3)=[O:12])=[CH:9][C:4]=2[N:3]=[CH:2]1. The yield is 0.310. (2) The reactants are [OH:1][C:2]1[N:10]=[CH:9][C:8]([N+:11]([O-:13])=[O:12])=[CH:7][C:3]=1[C:4]([OH:6])=[O:5].S(Cl)(Cl)=O.[CH3:18]O. No catalyst specified. The product is [N+:11]([C:8]1[CH:7]=[C:3]([C:4]([O:6][CH3:18])=[O:5])[C:2](=[O:1])[NH:10][CH:9]=1)([O-:13])=[O:12]. The yield is 0.990. (3) The product is [Br:1][C:2]1[CH:10]=[C:9]([NH:11][C:24]([O:23][C:20]([CH3:22])([CH3:21])[CH3:19])=[O:25])[C:8]([O:12][CH3:13])=[C:7]2[C:3]=1[C:4]1[CH:17]=[C:16]([CH3:18])[CH:15]=[N:14][C:5]=1[N:6]2[C:24]([O:23][C:20]([CH3:22])([CH3:21])[CH3:19])=[O:25]. The catalyst is C(Cl)Cl.C1COCC1. The yield is 0.700. The reactants are [Br:1][C:2]1[CH:10]=[C:9]([NH2:11])[C:8]([O:12][CH3:13])=[C:7]2[C:3]=1[C:4]1[CH:17]=[C:16]([CH3:18])[CH:15]=[N:14][C:5]=1[NH:6]2.[CH3:19][C:20]([O:23][C:24](O[C:24]([O:23][C:20]([CH3:22])([CH3:21])[CH3:19])=[O:25])=[O:25])([CH3:22])[CH3:21]. (4) The reactants are O[C:2]1([C:23]2[CH:28]=[CH:27][CH:26]=[CH:25][CH:24]=2)[C:6]2[CH:7]=[C:8]([NH:13][C:14](=[O:20])[CH2:15][C:16]([CH3:19])([CH3:18])[CH3:17])[C:9]([CH3:12])=[C:10]([CH3:11])[C:5]=2[O:4][C:3]1([CH3:22])[CH3:21]. The catalyst is C(OCC)(=O)C.CCCCCC. The product is [CH3:21][C:3]1([CH3:22])[CH:2]([C:23]2[CH:24]=[CH:25][CH:26]=[CH:27][CH:28]=2)[C:6]2[CH:7]=[C:8]([NH:13][C:14](=[O:20])[CH2:15][C:16]([CH3:19])([CH3:18])[CH3:17])[C:9]([CH3:12])=[C:10]([CH3:11])[C:5]=2[O:4]1. The yield is 0.820. (5) The reactants are [Br-].[Li+].[C:3]([Br:6])(=O)[CH3:4].[CH2:7]([O:9][C:10](=[O:19])[CH2:11][C:12]1[CH:13]=CC(Cl)=[N:16][CH:17]=1)[CH3:8].[OH-].[Na+]. The catalyst is C(#N)C.O. The product is [CH2:7]([O:9][C:10](=[O:19])[CH2:11][C:12]1[CH:13]=[CH:4][C:3]([Br:6])=[N:16][CH:17]=1)[CH3:8]. The yield is 0.530. (6) The reactants are [NH:1]1[CH2:7][CH2:6][CH2:5][CH2:4][C:3]2[CH:8]=[CH:9][CH:10]=[CH:11][C:2]1=2.[N+:12]([O-])([O-:14])=[O:13].[K+].N. The catalyst is OS(O)(=O)=O. The product is [N+:12]([C:10]1[CH:9]=[CH:8][C:3]2[CH2:4][CH2:5][CH2:6][CH2:7][NH:1][C:2]=2[CH:11]=1)([O-:14])=[O:13]. The yield is 0.510. (7) The reactants are [CH:1]1[CH:2]=[C:3]([CH2:6][NH:7][C:8]2[C:13]([C:14]([OH:16])=[O:15])=[CH:12][C:11]([S:17]([NH2:20])(=[O:19])=[O:18])=[C:10]([Cl:21])[CH:9]=2)[O:4][CH:5]=1.C1N=CN(C(N2C=NC=C2)=O)C=1.[C:34]1([CH2:40][CH2:41]O)[CH:39]=[CH:38][CH:37]=[CH:36][CH:35]=1.C(C(CCC)[O-])(C)(C)C.[K+]. The catalyst is C1COCC1.C(OCC)(=O)C. The product is [NH2:20][S:17]([C:11]1[C:10]([Cl:21])=[CH:9][C:8]([NH:7][CH2:6][C:3]2[O:4][CH:5]=[CH:1][CH:2]=2)=[C:13]([CH:12]=1)[C:14]([O:16][CH2:41][CH2:40][C:34]1[CH:39]=[CH:38][CH:37]=[CH:36][CH:35]=1)=[O:15])(=[O:19])=[O:18]. The yield is 0.670. (8) The reactants are [C:1]([C:3]1[CH:11]=[C:7]([C:8]([OH:10])=O)[C:6]([OH:12])=[CH:5][CH:4]=1)#[N:2].[F:13][C:14]([F:27])([F:26])[C:15]1[CH:16]=[C:17]([CH:19]=[C:20]([C:22]([F:25])([F:24])[F:23])[CH:21]=1)[NH2:18]. No catalyst specified. The product is [F:13][C:14]([F:26])([F:27])[C:15]1[CH:16]=[C:17]([NH:18][C:8](=[O:10])[C:7]2[CH:11]=[C:3]([C:1]#[N:2])[CH:4]=[CH:5][C:6]=2[OH:12])[CH:19]=[C:20]([C:22]([F:23])([F:25])[F:24])[CH:21]=1. The yield is 0.166.